Dataset: Catalyst prediction with 721,799 reactions and 888 catalyst types from USPTO. Task: Predict which catalyst facilitates the given reaction. (1) Reactant: [CH3:1][N:2]1[C:7]2=[CH:8][N:9]([CH2:17][C@@H:18]([S:20]C(C3C=CC=CC=3)(C3C=CC=CC=3)C3C=CC=CC=3)[CH3:19])[C:10]([C:11]3[CH:16]=[CH:15][CH:14]=[CH:13][CH:12]=3)=[C:6]2[C:5](=[O:40])[N:4]([CH3:41])[C:3]1=[O:42].C(O)(C(F)(F)F)=O.C([SiH](CC)CC)C. Product: [SH:20][C@@H:18]([CH3:19])[CH2:17][N:9]1[C:10]([C:11]2[CH:16]=[CH:15][CH:14]=[CH:13][CH:12]=2)=[C:6]2[C:7]([N:2]([CH3:1])[C:3](=[O:42])[N:4]([CH3:41])[C:5]2=[O:40])=[CH:8]1. The catalyst class is: 2. (2) Reactant: [CH3:1][C:2]1([CH3:14])[C:6]([CH3:8])([CH3:7])[O:5][B:4]([C:9]2[CH:10]=[N:11][NH:12][CH:13]=2)[O:3]1.[H-].[Na+].CS(O[CH:22]1[CH2:27][CH2:26][N:25]([C:28]([O:30][C:31]([CH3:34])([CH3:33])[CH3:32])=[O:29])[CH2:24][CH2:23]1)(=O)=O. Product: [CH3:1][C:2]1([CH3:14])[C:6]([CH3:7])([CH3:8])[O:5][B:4]([C:9]2[CH:13]=[N:12][N:11]([CH:22]3[CH2:27][CH2:26][N:25]([C:28]([O:30][C:31]([CH3:34])([CH3:33])[CH3:32])=[O:29])[CH2:24][CH2:23]3)[CH:10]=2)[O:3]1. The catalyst class is: 9. (3) Reactant: [CH3:1][O:2][C:3]1[CH:4]=[C:5]2[C:10](=[CH:11][C:12]=1[CH3:13])[C:9](=O)[CH2:8][CH2:7][CH2:6]2.Cl.[NH2:16][OH:17].C([O-])(=O)C.[Na+]. Product: [CH3:1][O:2][C:3]1[CH:4]=[C:5]2[C:10](=[CH:11][C:12]=1[CH3:13])/[C:9](=[N:16]/[OH:17])/[CH2:8][CH2:7][CH2:6]2. The catalyst class is: 5. (4) Reactant: [N+:1]([C:4]1[CH:5]=[C:6]([CH:19]=[CH:20][CH:21]=1)[O:7][CH2:8][CH2:9][CH2:10][NH:11]C(=O)OC(C)(C)C)([O-:3])=[O:2].[ClH:22]. Product: [ClH:22].[N+:1]([C:4]1[CH:5]=[C:6]([CH:19]=[CH:20][CH:21]=1)[O:7][CH2:8][CH2:9][CH2:10][NH2:11])([O-:3])=[O:2]. The catalyst class is: 269. (5) The catalyst class is: 8. Product: [OH:13][C:12]1[N:2]([CH2:4][C:5]([O:7][CH2:8][CH3:9])=[O:6])[N:3]=[CH:15][C:14]=1[CH3:20]. Reactant: Cl.[NH:2]([CH2:4][C:5]([O:7][CH2:8][CH3:9])=[O:6])[NH2:3].[OH-].[Na+].[CH:12]([CH:14]([CH3:20])[C:15](OCC)=O)=[O:13]. (6) Reactant: [CH3:1][S:2]([O:5][C:6]1[CH:11]=[C:10]([CH2:12]Br)[CH:9]=[C:8]([O:14][S:15]([CH3:18])(=[O:17])=[O:16])[CH:7]=1)(=[O:4])=[O:3].[F:19][C:20]([F:43])([F:42])[C:21]1[CH:22]=[C:23]([CH2:27][C:28]2[C:36]3[C:31](=[CH:32][CH:33]=[CH:34][CH:35]=3)[NH:30][C:29]=2[C:37]([O:39][CH2:40][CH3:41])=[O:38])[CH:24]=[CH:25][CH:26]=1.C([O-])([O-])=O.[K+].[K+].O. Product: [CH3:1][S:2]([O:5][C:6]1[CH:11]=[C:10]([CH2:12][N:30]2[C:31]3[C:36](=[CH:35][CH:34]=[CH:33][CH:32]=3)[C:28]([CH2:27][C:23]3[CH:24]=[CH:25][CH:26]=[C:21]([C:20]([F:43])([F:42])[F:19])[CH:22]=3)=[C:29]2[C:37]([O:39][CH2:40][CH3:41])=[O:38])[CH:9]=[C:8]([O:14][S:15]([CH3:18])(=[O:17])=[O:16])[CH:7]=1)(=[O:4])=[O:3]. The catalyst class is: 3.